This data is from Reaction yield outcomes from USPTO patents with 853,638 reactions. The task is: Predict the reaction yield, written as a fraction of the theoretical maximum amount of product (1.0 means a 100% yield; for example, 0.34 means a 34% yield). (1) The reactants are [BH-](OC(C)=O)(OC(C)=O)OC(C)=O.[Na+].[Br:15][C:16]([F:26])=[CH:17][C:18]1[CH:25]=[CH:24][C:21]([CH:22]=O)=[CH:20][CH:19]=1.[NH:27]1[CH2:32][CH2:31][O:30][CH2:29][CH2:28]1. The catalyst is C1COCC1. The product is [Br:15]/[C:16](/[F:26])=[CH:17]/[C:18]1[CH:25]=[CH:24][C:21]([CH2:22][N:27]2[CH2:32][CH2:31][O:30][CH2:29][CH2:28]2)=[CH:20][CH:19]=1. The yield is 0.639. (2) The reactants are [CH:1]([O:4][C:5]1[CH:16]=[CH:15][CH:14]=[C:13]([CH2:17][CH2:18][CH2:19][CH2:20][CH2:21][CH2:22][CH2:23][CH2:24][CH2:25][CH2:26][CH2:27][CH2:28][CH2:29][CH2:30][CH3:31])[C:6]=1[C:7]([O:9]C(C)C)=[O:8])([CH3:3])[CH3:2].CC(C)([O-])C.[K+].CCCCCC.C(OCC)(=O)C.Cl. The catalyst is CS(C)=O. The product is [CH:1]([O:4][C:5]1[CH:16]=[CH:15][CH:14]=[C:13]([CH2:17][CH2:18][CH2:19][CH2:20][CH2:21][CH2:22][CH2:23][CH2:24][CH2:25][CH2:26][CH2:27][CH2:28][CH2:29][CH2:30][CH3:31])[C:6]=1[C:7]([OH:9])=[O:8])([CH3:3])[CH3:2]. The yield is 0.800. (3) The reactants are [NH2:1][CH2:2][C:3]1[CH:8]=[CH:7][O:6][CH2:5][CH:4]=1.F[C:10]1[CH:15]=[CH:14][C:13]([N:16]([CH3:20])[C:17](=[O:19])[CH3:18])=[CH:12][C:11]=1[N+:21]([O-:23])=[O:22].C(=O)([O-])[O-].[Na+].[Na+]. The catalyst is CCO. The product is [CH3:20][N:16]([C:13]1[CH:14]=[CH:15][C:10]([NH:1][CH2:2][CH:3]2[CH2:4][CH2:5][O:6][CH2:7][CH2:8]2)=[C:11]([N+:21]([O-:23])=[O:22])[CH:12]=1)[C:17](=[O:19])[CH3:18]. The yield is 1.00. (4) The reactants are [C:1]([O:5][C:6]([NH:8][CH2:9][CH:10]([CH2:12]S([O-])(=O)=O)C)=[O:7])([CH3:4])([CH3:3])[CH3:2].[N-:17]=[N+:18]=[N-:19].[Na+]. The catalyst is CN(C=O)C.O. The product is [N:17]([CH:10]([CH3:12])[CH2:9][NH:8][C:6](=[O:7])[O:5][C:1]([CH3:4])([CH3:3])[CH3:2])=[N+:18]=[N-:19]. The yield is 0.886. (5) The catalyst is C(O)(=O)C.C(Cl)Cl.C(O)C. The reactants are [C:1]1([N:7]([CH2:29][C:30]([O:32][CH2:33][CH3:34])=[O:31])[C:8]([C:10]2[CH:11]=[CH:12][C:13]3[S:17][C:16]([CH2:18][NH:19][C:20]4[CH:25]=[CH:24][C:23]([C:26]#[N:27])=[CH:22][CH:21]=4)=[N:15][C:14]=3[CH:28]=2)=[O:9])[CH:6]=[CH:5][CH:4]=[CH:3][CH:2]=1.[ClH:35].C(O)C.C(=O)([O-])[O-].[NH4+:43].[NH4+]. The product is [ClH:35].[C:1]1([N:7]([CH2:29][C:30]([O:32][CH2:33][CH3:34])=[O:31])[C:8]([C:10]2[CH:11]=[CH:12][C:13]3[S:17][C:16]([CH2:18][NH:19][C:20]4[CH:25]=[CH:24][C:23]([C:26](=[NH:43])[NH2:27])=[CH:22][CH:21]=4)=[N:15][C:14]=3[CH:28]=2)=[O:9])[CH:6]=[CH:5][CH:4]=[CH:3][CH:2]=1. The yield is 0.820. (6) The reactants are CCN(C(C)C)C(C)C.[OH:10][C:11]1[CH:12]=[CH:13][CH:14]=[C:15]2[C:20]=1[O:19][C:18](=[O:21])[C:17]([C:22]([OH:24])=O)=[CH:16]2.CN(C(ON1N=NC2C=CC=NC1=2)=[N+](C)C)C.F[P-](F)(F)(F)(F)F.[NH:49]1[C:57]2[C:52](=[CH:53][C:54]([C:58]3[CH:59]=[C:60]([NH2:64])[CH:61]=[CH:62][CH:63]=3)=[CH:55][CH:56]=2)[CH:51]=[CH:50]1. The catalyst is CN(C=O)C. The product is [NH:49]1[C:57]2[C:52](=[CH:53][C:54]([C:58]3[CH:59]=[C:60]([NH:64][C:22]([C:17]4[C:18](=[O:21])[O:19][C:20]5[C:15]([CH:16]=4)=[CH:14][CH:13]=[CH:12][C:11]=5[OH:10])=[O:24])[CH:61]=[CH:62][CH:63]=3)=[CH:55][CH:56]=2)[CH:51]=[CH:50]1. The yield is 0.610. (7) The reactants are [Cl:1][C:2]1[CH:3]=[C:4]([C:9]2[N:14]=[C:13]3[CH2:15][CH2:16][CH2:17][C:12]3=[C:11]([NH:18][C:19]3[CH:24]=[CH:23][C:22]([CH2:25][C:26]([O:28]CC)=O)=[CH:21][CH:20]=3)[CH:10]=2)[CH:5]=[CH:6][C:7]=1[F:8].[NH3:31]. The catalyst is CO. The product is [ClH:1].[Cl:1][C:2]1[CH:3]=[C:4]([C:9]2[N:14]=[C:13]3[CH2:15][CH2:16][CH2:17][C:12]3=[C:11]([NH:18][C:19]3[CH:24]=[CH:23][C:22]([CH2:25][C:26]([NH2:31])=[O:28])=[CH:21][CH:20]=3)[CH:10]=2)[CH:5]=[CH:6][C:7]=1[F:8]. The yield is 0.370.